This data is from Forward reaction prediction with 1.9M reactions from USPTO patents (1976-2016). The task is: Predict the product of the given reaction. (1) Given the reactants [CH2:1]([O:3][C:4](=[O:27])[CH2:5][CH2:6][NH:7][C:8]([NH:10][C@:11]([C:19]1[CH:24]=[CH:23][C:22]([Br:25])=[C:21]([Cl:26])[CH:20]=1)([CH3:18])[CH:12]([CH2:16]O)[CH:13]([CH3:15])[CH3:14])=[O:9])[CH3:2].C(O)(=O)C.C(O)(=O)C.IC1C=CC=CC=1.CC1(C)N([O])C(C)(C)CCC1.C(O)(C(F)(F)F)=O.S([O-])([O-])=O.[Na+].[Na+].C(=O)([O-])O.[K+], predict the reaction product. The product is: [CH2:1]([O:3][C:4](=[O:27])[CH2:5][CH2:6][N:7]1[CH:16]=[C:12]([CH:13]([CH3:15])[CH3:14])[C@@:11]([C:19]2[CH:24]=[CH:23][C:22]([Br:25])=[C:21]([Cl:26])[CH:20]=2)([CH3:18])[NH:10][C:8]1=[O:9])[CH3:2]. (2) Given the reactants Cl.[S:2]1[C:6]2[CH:7]=[CH:8][CH:9]=[CH:10][C:5]=2[CH:4]=[C:3]1[C@@H:11]([C:13]1[CH:18]=[CH:17][CH:16]=[CH:15][C:14]=1[Cl:19])[NH2:12].C(N(C(C)C)C(C)C)C.[O:29]1[C:35]2[CH:36]=[CH:37][C:38]([S:40](Cl)(=[O:42])=[O:41])=[CH:39][C:34]=2[O:33][CH2:32][CH2:31][CH2:30]1, predict the reaction product. The product is: [S:2]1[C:6]2[CH:7]=[CH:8][CH:9]=[CH:10][C:5]=2[CH:4]=[C:3]1[C@@H:11]([C:13]1[CH:18]=[CH:17][CH:16]=[CH:15][C:14]=1[Cl:19])[NH:12][S:40]([C:38]1[CH:37]=[CH:36][C:35]2[O:29][CH2:30][CH2:31][CH2:32][O:33][C:34]=2[CH:39]=1)(=[O:41])=[O:42]. (3) Given the reactants Br[CH2:2][C:3]1[CH:8]=[C:7]([N+:9]([O-:11])=[O:10])[CH:6]=[CH:5][C:4]=1[S:12]([CH2:15][CH3:16])(=[O:14])=[O:13].[F:17][C:18]([F:32])([F:31])[O:19][C:20]1[CH:29]=[C:28]2[C:23]([CH:24]=[CH:25][NH:26][C:27]2=[O:30])=[CH:22][CH:21]=1, predict the reaction product. The product is: [CH2:15]([S:12]([C:4]1[CH:5]=[CH:6][C:7]([N+:9]([O-:11])=[O:10])=[CH:8][C:3]=1[CH2:2][N:26]1[CH:25]=[CH:24][C:23]2[C:28](=[CH:29][C:20]([O:19][C:18]([F:32])([F:17])[F:31])=[CH:21][CH:22]=2)[C:27]1=[O:30])(=[O:14])=[O:13])[CH3:16]. (4) Given the reactants Cl[C:2]1[N:7]=[N:6][CH:5]=[C:4]([C:8]([N:10]2[CH2:16][CH2:15][CH2:14][CH2:13][CH:12]([C:17]3[CH:22]=[CH:21][C:20]([O:23][CH3:24])=[CH:19][CH:18]=3)[CH2:11]2)=[O:9])[CH:3]=1.[CH3:25][NH2:26], predict the reaction product. The product is: [CH3:24][O:23][C:20]1[CH:21]=[CH:22][C:17]([CH:12]2[CH2:13][CH2:14][CH2:15][CH2:16][N:10]([C:8]([C:4]3[CH:3]=[C:2]([NH:26][CH3:25])[N:7]=[N:6][CH:5]=3)=[O:9])[CH2:11]2)=[CH:18][CH:19]=1. (5) Given the reactants [NH:1]([CH2:5][CH2:6][OH:7])[CH2:2][CH2:3][OH:4].[O:8]([CH2:15][CH2:16][CH2:17]Br)[C:9]1[CH:14]=[CH:13][CH:12]=[CH:11][CH:10]=1, predict the reaction product. The product is: [OH:4][CH2:3][CH2:2][N:1]([CH2:17][CH2:16][CH2:15][O:8][C:9]1[CH:14]=[CH:13][CH:12]=[CH:11][CH:10]=1)[CH2:5][CH2:6][OH:7]. (6) Given the reactants [Cl:1][C:2]1[CH:7]=[C:6]([F:8])[CH:5]=[CH:4][C:3]=1[NH:9][S:10]([CH:13]1[C:18]([C:19]([O:21][CH2:22][CH3:23])=[O:20])=[CH:17][CH2:16][CH2:15][CH2:14]1)(=[O:12])=[O:11].[C:24]([O:28][C:29]([N:31]([CH3:46])[CH2:32][C:33]([O:35][C:36]1[C:41]([CH3:42])=[CH:40][C:39]([CH2:43]Br)=[CH:38][C:37]=1[CH3:45])=[O:34])=[O:30])([CH3:27])([CH3:26])[CH3:25].C(=O)([O-])[O-].[K+].[K+], predict the reaction product. The product is: [C:24]([O:28][C:29]([N:31]([CH3:46])[CH2:32][C:33]([O:35][C:36]1[C:37]([CH3:45])=[CH:38][C:39]([CH2:43][N:9]([C:3]2[CH:4]=[CH:5][C:6]([F:8])=[CH:7][C:2]=2[Cl:1])[S:10]([CH:13]2[C:18]([C:19]([O:21][CH2:22][CH3:23])=[O:20])=[CH:17][CH2:16][CH2:15][CH2:14]2)(=[O:11])=[O:12])=[CH:40][C:41]=1[CH3:42])=[O:34])=[O:30])([CH3:27])([CH3:26])[CH3:25]. (7) Given the reactants [OH:1][CH2:2][CH2:3][CH2:4][C@@:5]1([C:29]2[CH:34]=[CH:33][CH:32]=[CH:31][CH:30]=2)[O:10][C:9](=[O:11])[N:8]([C@H:12]([C:14]2[CH:19]=[CH:18][C:17](B3OC(C)(C)C(C)(C)O3)=[CH:16][CH:15]=2)[CH3:13])[CH2:7][CH2:6]1.Br[C:36]1[CH:41]=[C:40]([CH3:42])[N+:39]([O-:43])=[C:38]([CH3:44])[CH:37]=1, predict the reaction product. The product is: [OH:1][CH2:2][CH2:3][CH2:4][C@@:5]1([C:29]2[CH:34]=[CH:33][CH:32]=[CH:31][CH:30]=2)[O:10][C:9](=[O:11])[N:8]([C@H:12]([C:14]2[CH:15]=[CH:16][C:17]([C:36]3[CH:41]=[C:40]([CH3:42])[N+:39]([O-:43])=[C:38]([CH3:44])[CH:37]=3)=[CH:18][CH:19]=2)[CH3:13])[CH2:7][CH2:6]1. (8) Given the reactants [CH2:1]([O:4][C:5]1[C:10]([C:11]([CH3:14])([CH3:13])[CH3:12])=[CH:9][C:8]([CH3:15])=[CH:7][C:6]=1[Si:16]([CH3:19])([CH3:18])Cl)[CH:2]=[CH2:3].[CH3:20][N:21]([CH3:30])[C:22]1([Li])[CH:26]=[C:25]([CH3:27])[C:24]([CH3:28])=[CH:23]1, predict the reaction product. The product is: [CH3:20][N:21]([CH3:30])[C:22]1[CH:26]([Si:16]([C:6]2[CH:7]=[C:8]([CH3:15])[CH:9]=[C:10]([C:11]([CH3:13])([CH3:14])[CH3:12])[C:5]=2[O:4][CH2:1][CH:2]=[CH2:3])([CH3:19])[CH3:18])[C:25]([CH3:27])=[C:24]([CH3:28])[CH:23]=1.